From a dataset of Peptide-MHC class II binding affinity with 134,281 pairs from IEDB. Regression. Given a peptide amino acid sequence and an MHC pseudo amino acid sequence, predict their binding affinity value. This is MHC class II binding data. (1) The peptide sequence is YDDFLANVSTVLTGK. The MHC is DRB1_0701 with pseudo-sequence DRB1_0701. The binding affinity (normalized) is 0.708. (2) The peptide sequence is DNACKRTYSDRGWGN. The MHC is DRB5_0101 with pseudo-sequence DRB5_0101. The binding affinity (normalized) is 0. (3) The peptide sequence is MMLVSVAGRVDGLELK. The MHC is DRB4_0103 with pseudo-sequence DRB4_0103. The binding affinity (normalized) is 0.664. (4) The peptide sequence is ELPGVDPDKDVDIMV. The MHC is HLA-DPA10103-DPB10401 with pseudo-sequence HLA-DPA10103-DPB10401. The binding affinity (normalized) is 0. (5) The peptide sequence is ISGDLKTQIDQVEST. The MHC is DRB1_1302 with pseudo-sequence DRB1_1302. The binding affinity (normalized) is 0.159. (6) The peptide sequence is GQIGNDPNRDIL. The MHC is DRB1_0802 with pseudo-sequence DRB1_0802. The binding affinity (normalized) is 0.211. (7) The peptide sequence is VLFLQMMNVNLQKQL. The MHC is DRB1_0101 with pseudo-sequence DRB1_0101. The binding affinity (normalized) is 0.830. (8) The binding affinity (normalized) is 0.0512. The MHC is DRB1_0301 with pseudo-sequence DRB1_0301. The peptide sequence is QAMASTEGNVTGMFA. (9) The peptide sequence is LCTLNKSHLYIKGGN. The MHC is DRB1_0101 with pseudo-sequence DRB1_0101. The binding affinity (normalized) is 0.723. (10) The peptide sequence is DASFKESFAIHLDYT. The MHC is DRB1_0404 with pseudo-sequence DRB1_0404. The binding affinity (normalized) is 0.254.